This data is from Full USPTO retrosynthesis dataset with 1.9M reactions from patents (1976-2016). The task is: Predict the reactants needed to synthesize the given product. (1) The reactants are: [Br:1][C:2]1[CH:3]=[C:4]([C:9]([F:12])([F:11])[F:10])[CH:5]=[CH:6][C:7]=1[OH:8].[CH2:13](Br)[C:14]1[CH:19]=[CH:18][CH:17]=[CH:16][CH:15]=1.C(=O)([O-])[O-].[K+].[K+].C(OCC)C. Given the product [CH2:13]([O:8][C:7]1[CH:6]=[CH:5][C:4]([C:9]([F:10])([F:11])[F:12])=[CH:3][C:2]=1[Br:1])[C:14]1[CH:19]=[CH:18][CH:17]=[CH:16][CH:15]=1, predict the reactants needed to synthesize it. (2) Given the product [ClH:2].[NH2:15][C:16]1[CH:24]=[CH:23][CH:22]=[C:21]2[C:17]=1[CH:18]=[CH:19][N:20]2[C:41]1[CH:46]=[CH:45][C:44]([NH:47][C:25]([N:9]([C:6]2[CH:7]=[CH:8][C:3]([Cl:2])=[C:4]([C:11]([F:12])([F:13])[F:14])[CH:5]=2)[OH:10])=[O:26])=[CH:43][CH:42]=1, predict the reactants needed to synthesize it. The reactants are: Cl.[Cl:2][C:3]1[CH:8]=[CH:7][C:6]([NH:9][OH:10])=[CH:5][C:4]=1[C:11]([F:14])([F:13])[F:12].[NH2:15][C:16]1[CH:24]=[CH:23][CH:22]=[C:21]2[C:17]=1[CH:18]=[CH:19][NH:20]2.[C:25](OC(OC(C)(C)C)=O)(OC(C)(C)C)=[O:26].F[C:41]1[CH:46]=[CH:45][C:44]([N+:47]([O-])=O)=[CH:43][CH:42]=1. (3) Given the product [O:19]=[C:15]1[C:14]([CH2:9][CH2:10][CH2:11][CH2:12][CH3:13])=[CH:18][CH2:17][CH:16]1[C:3]([O:6][CH3:7])=[O:8], predict the reactants needed to synthesize it. The reactants are: [H-].[Na+].[C:3](=[O:8])([O:6][CH3:7])OC.[CH2:9]([C:14]1[C:15](=[O:19])[CH2:16][CH2:17][CH:18]=1)[CH2:10][CH2:11][CH2:12][CH3:13].Cl.